This data is from Reaction yield outcomes from USPTO patents with 853,638 reactions. The task is: Predict the reaction yield, written as a fraction of the theoretical maximum amount of product (1.0 means a 100% yield; for example, 0.34 means a 34% yield). (1) The reactants are [CH:1]([NH2:4])([CH3:3])[CH3:2].C(N(CC)CC)C.[N+:12]([C:15]1[CH:20]=[CH:19][CH:18]=[CH:17][C:16]=1[S:21](Cl)(=[O:23])=[O:22])([O-:14])=[O:13]. The catalyst is ClCCl.C(OCC)(=O)C.CCCCCC. The product is [CH:1]([NH:4][S:21]([C:16]1[CH:17]=[CH:18][CH:19]=[CH:20][C:15]=1[N+:12]([O-:14])=[O:13])(=[O:22])=[O:23])([CH3:3])[CH3:2]. The yield is 0.960. (2) The reactants are [NH2:1][C:2]1[O:6][N:5]=[C:4]([C:7]2[CH:12]=[CH:11][CH:10]=[CH:9][C:8]=2[Cl:13])[C:3]=1[C:14]([OH:16])=O.Cl.C(N=C=NCCCN(C)C)C.[CH3:29][O:30][C:31]1[CH:32]=[C:33]([N:37]2[CH2:42][CH2:41][NH:40][CH2:39][CH2:38]2)[CH:34]=[CH:35][CH:36]=1. The yield is 0.680. The product is [NH2:1][C:2]1[O:6][N:5]=[C:4]([C:7]2[CH:12]=[CH:11][CH:10]=[CH:9][C:8]=2[Cl:13])[C:3]=1[C:14]([N:40]1[CH2:39][CH2:38][N:37]([C:33]2[CH:34]=[CH:35][CH:36]=[C:31]([O:30][CH3:29])[CH:32]=2)[CH2:42][CH2:41]1)=[O:16]. The catalyst is ClCCl. (3) The reactants are [F:1][C:2]([F:30])([F:29])[O:3][C:4]1[CH:9]=[CH:8][C:7]([N:10]2[CH:14]=[N:13][C:12]([C:15]3[CH:20]=[CH:19][C:18]([CH:21]([CH3:28])[CH2:22]C(N=[N+]=[N-])=O)=[CH:17][CH:16]=3)=[N:11]2)=[CH:6][CH:5]=1.[CH:31]([C:34]1[CH:39]=[CH:38][C:37]([CH3:40])=[CH:36][C:35]=1[NH:41][C:42]([NH2:44])=[S:43])([CH3:33])[CH3:32].[C:45](=[O:48])([O-])[O-].[Cs+].[Cs+].[C:51]([O-:54])(=O)[CH3:52].[Na+].BrCC(OC)=O.C(#[N:64])C. The catalyst is C(OCC)(=O)C.C(O)C. The product is [CH:31]([C:34]1[CH:39]=[CH:38][C:37]([CH3:40])=[CH:36][C:35]=1[N:41]1[C:51](=[O:54])[CH2:52][S:43]/[C:42]/1=[N:44]\[C:45]([NH:64][CH2:22][CH:21]([C:18]1[CH:19]=[CH:20][C:15]([C:12]2[N:13]=[CH:14][N:10]([C:7]3[CH:8]=[CH:9][C:4]([O:3][C:2]([F:29])([F:1])[F:30])=[CH:5][CH:6]=3)[N:11]=2)=[CH:16][CH:17]=1)[CH3:28])=[O:48])([CH3:33])[CH3:32]. The yield is 0.350. (4) The reactants are Cl[C:2]1[N:7]2[N:8]=[C:9]3[C:14]([CH:13]=[CH:12][CH:11]=[CH:10]3)=[C:6]2[N:5]=[C:4]([CH3:15])[C:3]=1[CH:16]([CH2:21][CH2:22][CH3:23])[C:17]([O:19][CH3:20])=[O:18].[CH3:24][C:25]1[CH:30]=[CH:29][C:28](B(O)O)=[CH:27][CH:26]=1.C(N(C(C)C)CC)(C)C.C(OCC)(=O)C. The catalyst is O.COCCOC. The product is [CH3:15][C:4]1[C:3]([CH:16]([CH2:21][CH2:22][CH3:23])[C:17]([O:19][CH3:20])=[O:18])=[C:2]([C:28]2[CH:29]=[CH:30][C:25]([CH3:24])=[CH:26][CH:27]=2)[N:7]2[N:8]=[C:9]3[C:14]([CH:13]=[CH:12][CH:11]=[CH:10]3)=[C:6]2[N:5]=1. The yield is 0.900. (5) The reactants are [F:1][C:2]([F:7])([F:6])[C:3]([OH:5])=[O:4].[Cl:8][C:9]1[CH:14]=[CH:13][C:12]([CH2:15][NH:16][C:17]([C:19]2[NH:20][C:21]3[C:26]([CH:27]=2)=[CH:25][CH:24]=[C:23]([NH:28]C(=O)OC(C)(C)C)[CH:22]=3)=[O:18])=[C:11]([F:36])[C:10]=1[O:37][C:38]1[CH:43]=[C:42]([C:44]#[N:45])[CH:41]=[C:40]([Cl:46])[CH:39]=1. The catalyst is ClCCl. The product is [F:1][C:2]([F:7])([F:6])[C:3]([OH:5])=[O:4].[NH2:28][C:23]1[CH:22]=[C:21]2[C:26]([CH:27]=[C:19]([C:17]([NH:16][CH2:15][C:12]3[CH:13]=[CH:14][C:9]([Cl:8])=[C:10]([O:37][C:38]4[CH:43]=[C:42]([C:44]#[N:45])[CH:41]=[C:40]([Cl:46])[CH:39]=4)[C:11]=3[F:36])=[O:18])[NH:20]2)=[CH:25][CH:24]=1. The yield is 0.740.